This data is from Forward reaction prediction with 1.9M reactions from USPTO patents (1976-2016). The task is: Predict the product of the given reaction. (1) Given the reactants Cl[CH2:2][CH2:3][CH2:4][O:5][C:6]1[CH:11]=[CH:10][C:9]([N:12]2[C:16]3[CH:17]=[CH:18][C:19]([C:21]([NH:23][CH2:24][C:25]4[CH:26]=[N:27][CH:28]=[CH:29][CH:30]=4)=[O:22])=[CH:20][C:15]=3[N:14]=[CH:13]2)=[CH:8][CH:7]=1.[N:31]1[CH:36]=[CH:35][CH:34]=[CH:33][C:32]=1[OH:37].C(=O)([O-])[O-].[Cs+].[Cs+].[I-].[Na+], predict the reaction product. The product is: [N:27]1[CH:28]=[CH:29][CH:30]=[C:25]([CH2:24][NH:23][C:21]([C:19]2[CH:18]=[CH:17][C:16]3[N:12]([C:9]4[CH:10]=[CH:11][C:6]([O:5][CH2:4][CH2:3][CH2:2][O:37][C:32]5[CH:33]=[CH:34][CH:35]=[CH:36][N:31]=5)=[CH:7][CH:8]=4)[CH:13]=[N:14][C:15]=3[CH:20]=2)=[O:22])[CH:26]=1. (2) The product is: [N:43]1([CH2:42][C:41]2[CH:40]=[CH:39][C:38]([C:2]3[CH:3]=[C:4]4[C:10]([C:11]5[CH:12]=[C:13]6[C:17](=[CH:18][CH:19]=5)[NH:16][CH:15]=[CH:14]6)=[CH:9][NH:8][C:5]4=[N:6][CH:7]=3)=[CH:49][CH:48]=2)[CH:47]=[CH:46][N:45]=[CH:44]1. Given the reactants Br[C:2]1[CH:3]=[C:4]2[C:10]([C:11]3[CH:12]=[C:13]4[C:17](=[CH:18][CH:19]=3)[NH:16][CH:15]=[CH:14]4)=[CH:9][N:8](S(C3C=CC(C)=CC=3)(=O)=O)[C:5]2=[N:6][CH:7]=1.CC1(C)C(C)(C)OB([C:38]2[CH:49]=[CH:48][C:41]([CH2:42][N:43]3[CH:47]=[CH:46][N:45]=[CH:44]3)=[CH:40][CH:39]=2)O1.O, predict the reaction product.